Dataset: NCI-60 drug combinations with 297,098 pairs across 59 cell lines. Task: Regression. Given two drug SMILES strings and cell line genomic features, predict the synergy score measuring deviation from expected non-interaction effect. (1) Drug 1: C1=CN(C=N1)CC(O)(P(=O)(O)O)P(=O)(O)O. Drug 2: C#CCC(CC1=CN=C2C(=N1)C(=NC(=N2)N)N)C3=CC=C(C=C3)C(=O)NC(CCC(=O)O)C(=O)O. Cell line: NCI-H522. Synergy scores: CSS=4.85, Synergy_ZIP=0.819, Synergy_Bliss=3.93, Synergy_Loewe=-0.356, Synergy_HSA=-1.09. (2) Drug 1: C1=CC(=CC=C1CC(C(=O)O)N)N(CCCl)CCCl.Cl. Drug 2: C#CCC(CC1=CN=C2C(=N1)C(=NC(=N2)N)N)C3=CC=C(C=C3)C(=O)NC(CCC(=O)O)C(=O)O. Cell line: MOLT-4. Synergy scores: CSS=41.8, Synergy_ZIP=0.404, Synergy_Bliss=-1.13, Synergy_Loewe=-2.33, Synergy_HSA=-2.57. (3) Drug 1: CS(=O)(=O)C1=CC(=C(C=C1)C(=O)NC2=CC(=C(C=C2)Cl)C3=CC=CC=N3)Cl. Drug 2: C1=NC2=C(N=C(N=C2N1C3C(C(C(O3)CO)O)O)F)N. Cell line: DU-145. Synergy scores: CSS=-2.96, Synergy_ZIP=-1.72, Synergy_Bliss=-5.94, Synergy_Loewe=-9.36, Synergy_HSA=-8.47.